This data is from Full USPTO retrosynthesis dataset with 1.9M reactions from patents (1976-2016). The task is: Predict the reactants needed to synthesize the given product. (1) Given the product [Cl:1][C:2]1[CH:3]=[CH:4][C:5]([N:8]2[C:16]([N:17]([C:18]3[CH:23]=[CH:22][CH:21]=[C:20]([O:24][CH2:25][CH3:26])[CH:19]=3)[C:34]([NH:33][CH:27]3[CH2:32][CH2:31][CH2:30][CH2:29][CH2:28]3)=[O:35])=[C:15]3[C:10]([CH:11]=[CH:12][CH:13]=[CH:14]3)=[N:9]2)=[CH:6][CH:7]=1, predict the reactants needed to synthesize it. The reactants are: [Cl:1][C:2]1[CH:7]=[CH:6][C:5]([N:8]2[C:16]([NH:17][C:18]3[CH:23]=[CH:22][CH:21]=[C:20]([O:24][CH2:25][CH3:26])[CH:19]=3)=[C:15]3[C:10]([CH:11]=[CH:12][CH:13]=[CH:14]3)=[N:9]2)=[CH:4][CH:3]=1.[CH:27]1([N:33]=[C:34]=[O:35])[CH2:32][CH2:31][CH2:30][CH2:29][CH2:28]1.CCN(CC)CC. (2) Given the product [C:1]([C:5]1[N:6]=[C:7]2[CH2:12][CH2:11][CH:10]([C:13]([OH:15])=[O:14])[CH2:9][N:8]2[CH:17]=1)([CH3:4])([CH3:2])[CH3:3], predict the reactants needed to synthesize it. The reactants are: [C:1]([C:5]1[N:6]=[C:7]2[CH2:12][CH2:11][CH:10]([C:13]([O:15]C)=[O:14])[CH2:9][N:8]2[CH:17]=1)([CH3:4])([CH3:3])[CH3:2].Cl. (3) Given the product [C:5]([O:28][C:27]([NH:3][CH2:4][CH:5]([CH2:10][NH:11][C:17]([O:16][C:12]([CH3:15])([CH3:14])[CH3:13])=[O:18])[C:6]([O:8][CH3:9])=[O:7])=[O:30])([CH3:10])([CH3:6])[CH3:4], predict the reactants needed to synthesize it. The reactants are: Cl.Cl.[NH2:3][CH2:4][CH:5]([CH2:10][NH2:11])[C:6]([O:8][CH3:9])=[O:7].[C:12]([O:16][C:17](O[C:17]([O:16][C:12]([CH3:15])([CH3:14])[CH3:13])=[O:18])=[O:18])([CH3:15])([CH3:14])[CH3:13].[C:27](=[O:30])([O-])[OH:28].[Na+]. (4) The reactants are: [CH3:1][O:2][C:3](=[O:22])[C:4]1[CH:9]=[C:8]([CH2:10][CH:11]([CH3:13])[CH3:12])[CH:7]=[C:6]([O:14]CC2C=CC=CC=2)[CH:5]=1. Given the product [CH3:1][O:2][C:3](=[O:22])[C:4]1[CH:9]=[C:8]([CH2:10][CH:11]([CH3:13])[CH3:12])[CH:7]=[C:6]([OH:14])[CH:5]=1, predict the reactants needed to synthesize it. (5) The reactants are: OC1C=C(C=CC=1)C1C(=O)C2C(=C(C)C(O)=CC=2)OC=1.[C:21]([O:24][C:25](=[O:27])[CH3:26])(=O)[CH3:22].C(OC1C=[CH:52][C:35]([C:36]2[C:45](=[O:46])[C:44]3[C:39](=[C:40]([CH3:51])[C:41]([O:47][C:48](=[O:50])[CH3:49])=[CH:42][CH:43]=3)[O:38][CH:37]=2)=[CH:34][CH:33]=1)(=O)C. Given the product [C:25]([O:24][C:21]1[CH:52]=[C:35]([CH:34]=[CH:33][CH:22]=1)[C:36]1[C:45](=[O:46])[C:44]2[C:39](=[C:40]([CH3:51])[C:41]([O:47][C:48](=[O:50])[CH3:49])=[CH:42][CH:43]=2)[O:38][CH:37]=1)(=[O:27])[CH3:26], predict the reactants needed to synthesize it. (6) Given the product [C:16]([O:20][C:21]([N:23]1[C@H:28]([CH3:29])[CH2:27][N:26]([C:30]([O:32][CH2:33][C:34]2[CH:39]=[CH:38][CH:37]=[CH:36][CH:35]=2)=[O:31])[C@@H:25]([C:40]([OH:8])=[O:41])[CH2:24]1)=[O:22])([CH3:19])([CH3:17])[CH3:18], predict the reactants needed to synthesize it. The reactants are: I([O-])(=O)(=O)=O.[Na+].C(=O)(OC)[O:8]C.C(#N)C.[C:16]([O:20][C:21]([N:23]1[C@H:28]([CH3:29])[CH2:27][N:26]([C:30]([O:32][CH2:33][C:34]2[CH:39]=[CH:38][CH:37]=[CH:36][CH:35]=2)=[O:31])[C@@H:25]([CH2:40][OH:41])[CH2:24]1)=[O:22])([CH3:19])([CH3:18])[CH3:17].CC#N. (7) Given the product [CH3:33][O:34][C:35](=[O:45])[C:36]1[CH:37]=[CH:38][C:39]([NH:42][C:43]([N:14]2[CH2:15][CH2:16][CH2:17][CH:12]([C:6]3([CH2:18][C:19]4[CH:24]=[CH:23][CH:22]=[C:21]([Cl:25])[CH:20]=4)[C:5]4[C:9](=[CH:10][C:2]([Cl:1])=[CH:3][CH:4]=4)[NH:8][C:7]3=[O:11])[CH2:13]2)=[O:44])=[CH:40][CH:41]=1, predict the reactants needed to synthesize it. The reactants are: [Cl:1][C:2]1[CH:10]=[C:9]2[C:5]([C:6]([CH2:18][C:19]3[CH:24]=[CH:23][CH:22]=[C:21]([Cl:25])[CH:20]=3)([CH:12]3[CH2:17][CH2:16][CH2:15][NH:14][CH2:13]3)[C:7](=[O:11])[NH:8]2)=[CH:4][CH:3]=1.C(N(CC)CC)C.[CH3:33][O:34][C:35](=[O:45])[C:36]1[CH:41]=[CH:40][C:39]([N:42]=[C:43]=[O:44])=[CH:38][CH:37]=1. (8) Given the product [CH3:25][CH:24]([N:20]1[CH2:21][CH2:22][N:17]([C:15]([O:14][CH2:7][C:8]2[CH:9]=[CH:10][CH:11]=[CH:12][CH:13]=2)=[O:16])[CH2:18][C@@H:19]1[CH3:23])[CH3:26], predict the reactants needed to synthesize it. The reactants are: C(=O)([O-])[O-].[K+].[K+].[CH2:7]([O:14][C:15]([N:17]1[CH2:22][CH2:21][NH:20][C@@H:19]([CH3:23])[CH2:18]1)=[O:16])[C:8]1[CH:13]=[CH:12][CH:11]=[CH:10][CH:9]=1.[CH:24](I)([CH3:26])[CH3:25]. (9) Given the product [CH3:1][S:2]([C:5]1[CH:6]=[CH:7][C:8]([C:11]2[CH:16]=[C:15]([C:17]([F:20])([F:18])[F:19])[CH:14]=[CH:13][N+:12]=2[O-:29])=[CH:9][CH:10]=1)(=[O:4])=[O:3], predict the reactants needed to synthesize it. The reactants are: [CH3:1][S:2]([C:5]1[CH:10]=[CH:9][C:8]([C:11]2[CH:16]=[C:15]([C:17]([F:20])([F:19])[F:18])[CH:14]=[CH:13][N:12]=2)=[CH:7][CH:6]=1)(=[O:4])=[O:3].ClC1C=CC=C(C(OO)=[O:29])C=1. (10) Given the product [CH2:1]([N:3]([CH3:17])[C:4](=[O:16])[C:5]1[CH:10]=[CH:9][CH:8]=[CH:7][C:6]=1[N:11]([CH3:18])[C:12]([CH3:13])([CH3:15])[CH3:14])[CH3:2], predict the reactants needed to synthesize it. The reactants are: [CH2:1]([N:3]([CH3:17])[C:4](=[O:16])[C:5]1[CH:10]=[CH:9][CH:8]=[CH:7][C:6]=1[NH:11][C:12]([CH3:15])([CH3:14])[CH3:13])[CH3:2].[C:18](=O)([O-])[O-].[K+].[K+].CI.